From a dataset of Forward reaction prediction with 1.9M reactions from USPTO patents (1976-2016). Predict the product of the given reaction. (1) Given the reactants [CH3:1][NH:2][N:3]=[C:4]([CH3:10])[CH2:5][S:6]([CH3:9])(=[O:8])=[O:7].C1(C)C=CC=CC=1.C(#N)C.[CH2:21]([C:23]1[CH:28]=[C:27]([CH3:29])[CH:26]=[C:25]([CH2:30][CH3:31])[C:24]=1[C:32](=[O:36])[C:33](Cl)=[O:34])[CH3:22], predict the reaction product. The product is: [CH2:21]([C:23]1[CH:28]=[C:27]([CH3:29])[CH:26]=[C:25]([CH2:30][CH3:31])[C:24]=1[C:32](=[O:36])[C:33]([N:2]([CH3:1])[N:3]=[C:4]([CH3:10])[CH2:5][S:6]([CH3:9])(=[O:8])=[O:7])=[O:34])[CH3:22]. (2) Given the reactants [CH2:1]([NH:9][C:10](=[O:31])[C:11]1[CH:16]=[C:15]([CH2:17][C:18]2[C:23]([CH3:24])=[CH:22][C:21](O)=[CH:20][C:19]=2[CH3:26])[CH:14]=[CH:13][C:12]=1[O:27][CH2:28][O:29][CH3:30])[CH2:2][C:3]1[CH:8]=[CH:7][CH:6]=[CH:5][CH:4]=1, predict the reaction product. The product is: [CH3:24][C:23]1[CH:22]=[C:21]([CH:20]=[C:19]([CH3:26])[C:18]=1[CH2:17][C:15]1[CH:14]=[CH:13][C:12]([O:27][CH2:28][O:29][CH3:30])=[C:11]([C:10](=[O:31])[NH:9][CH2:1][CH2:2][C:3]2[CH:8]=[CH:7][CH:6]=[CH:5][CH:4]=2)[CH:16]=1)[C:28]([O:27][CH3:12])=[O:29]. (3) Given the reactants C(NC1N=CC(C(C2C3C(=NC=CC=3)NC=2)=O)=CC=1)C(C)C.[CH:23]1([CH2:29][NH:30][C:31]2[N:36]=[CH:35][C:34]([C:37]([C:39]3[C:47]4[C:42](=[N:43][CH:44]=[CH:45][CH:46]=4)[NH:41][CH:40]=3)=O)=[CH:33][CH:32]=2)[CH2:28][CH2:27][CH2:26][CH2:25][CH2:24]1, predict the reaction product. The product is: [CH:23]1([CH2:29][NH:30][C:31]2[CH:32]=[CH:33][C:34]([CH2:37][C:39]3[C:47]4[C:42](=[N:43][CH:44]=[CH:45][CH:46]=4)[NH:41][CH:40]=3)=[CH:35][N:36]=2)[CH2:28][CH2:27][CH2:26][CH2:25][CH2:24]1. (4) Given the reactants Cl[C:2]1[N:7]=[C:6]([NH:8][C:9]2[CH:14]=[CH:13][C:12]([F:15])=[C:11]([Cl:16])[CH:10]=2)[N:5]=[C:4]([NH:17][CH:18]2[CH2:23][CH2:22][O:21][CH2:20][CH2:19]2)[N:3]=1.[F:24][C:25]([F:29])([F:28])[CH2:26][OH:27].C([O-])([O-])=O.[K+].[K+].CS(C)=O, predict the reaction product. The product is: [Cl:16][C:11]1[CH:10]=[C:9]([NH:8][C:6]2[N:5]=[C:4]([NH:17][CH:18]3[CH2:23][CH2:22][O:21][CH2:20][CH2:19]3)[N:3]=[C:2]([O:27][CH2:26][C:25]([F:29])([F:28])[F:24])[N:7]=2)[CH:14]=[CH:13][C:12]=1[F:15].